This data is from Reaction yield outcomes from USPTO patents with 853,638 reactions. The task is: Predict the reaction yield, written as a fraction of the theoretical maximum amount of product (1.0 means a 100% yield; for example, 0.34 means a 34% yield). (1) The reactants are Br[C:2]1[S:6][C:5]([NH:7][C:8]([NH:10][C:11]2[CH:16]=[CH:15][C:14]([CH3:17])=[CH:13][C:12]=2[C:18]([CH:20]2[CH2:24][CH2:23][CH2:22][CH2:21]2)=[O:19])=[O:9])=[N:4][CH:3]=1.[CH3:25][O:26][C:27](=[O:35])[C:28]1[CH:33]=[CH:32][CH:31]=[N:30][C:29]=1[SH:34]. No catalyst specified. The product is [CH3:25][O:26][C:27](=[O:35])[C:28]1[CH:33]=[CH:32][CH:31]=[N:30][C:29]=1[S:34][C:2]1[S:6][C:5]([NH:7][C:8]([NH:10][C:11]2[CH:16]=[CH:15][C:14]([CH3:17])=[CH:13][C:12]=2[C:18]([CH:20]2[CH2:24][CH2:23][CH2:22][CH2:21]2)=[O:19])=[O:9])=[N:4][CH:3]=1. The yield is 0.250. (2) The reactants are [Br:1][C:2]1[C:7]([CH2:8][CH3:9])=[CH:6][CH:5]=[C:4]([N+]([O-])=O)[C:3]=1[CH:13]=[CH:14][N:15]1CCCC1. The catalyst is CC(O)=O.O.C([O-])([O-])=O.[Na+].[Na+].[Fe]. The product is [Br:1][C:2]1[C:7]([CH2:8][CH3:9])=[CH:6][CH:5]=[C:4]2[C:3]=1[CH:13]=[CH:14][NH:15]2. The yield is 0.120. (3) The reactants are [NH:1]1[C:9]2[C:4](=[CH:5][CH:6]=[CH:7][CH:8]=2)[CH:3]=[C:2]1[CH2:10][C:11]([O:13][CH2:14][CH3:15])=[O:12].[C:16](=O)([O:22]C(C)(C)C)[O:17][C:18]([CH3:21])([CH3:20])[CH3:19]. The catalyst is ClCCl.CN(C)C1C=CN=CC=1. The product is [CH2:14]([O:13][C:11]([CH2:10][C:2]1[N:1]([C:16]([O:17][C:18]([CH3:21])([CH3:20])[CH3:19])=[O:22])[C:9]2[C:4]([CH:3]=1)=[CH:5][CH:6]=[CH:7][CH:8]=2)=[O:12])[CH3:15]. The yield is 0.910.